This data is from Catalyst prediction with 721,799 reactions and 888 catalyst types from USPTO. The task is: Predict which catalyst facilitates the given reaction. Reactant: C[O:2][C:3](=[O:33])[CH2:4][C:5]1[CH:10]=[CH:9][C:8]([C:11]#[C:12][C:13]2[CH:14]=[C:15]3[C:20](=[C:21]([C:23]#[C:24][Si](C)(C)C)[CH:22]=2)[O:19][C:18]([CH3:30])([CH3:29])[CH2:17][C:16]3([CH3:32])[CH3:31])=[CH:7][CH:6]=1.O1CCCC1.O.O.[OH-].[Li+]. Product: [C:23]([C:21]1[CH:22]=[C:13]([C:12]#[C:11][C:8]2[CH:9]=[CH:10][C:5]([CH2:4][C:3]([OH:33])=[O:2])=[CH:6][CH:7]=2)[CH:14]=[C:15]2[C:20]=1[O:19][C:18]([CH3:29])([CH3:30])[CH2:17][C:16]2([CH3:32])[CH3:31])#[CH:24]. The catalyst class is: 5.